Dataset: Full USPTO retrosynthesis dataset with 1.9M reactions from patents (1976-2016). Task: Predict the reactants needed to synthesize the given product. (1) Given the product [NH2:13][C:7]1[N:2]=[N:3][CH:4]=[CH:5][C:6]=1[O:8][CH3:9], predict the reactants needed to synthesize it. The reactants are: N[N:2]1[CH:7]=[C:6]([O:8][CH3:9])[CH:5]=[C:4](Cl)[NH:3]1.C([N:13](CC)CC)C.[H][H]. (2) Given the product [NH2:27][C:20]1[C:19]2[N:18]=[C:17]([CH3:28])[N:16]([CH2:15][CH2:14][CH2:13][NH:12][C:3](=[O:4])[N:2]([CH3:1])[C:6]3[CH:11]=[CH:10][CH:9]=[CH:8][CH:7]=3)[C:24]=2[C:23]([CH3:25])=[C:22]([CH3:26])[N:21]=1, predict the reactants needed to synthesize it. The reactants are: [CH3:1][N:2]([C:6]1[CH:11]=[CH:10][CH:9]=[CH:8][CH:7]=1)[C:3](Cl)=[O:4].[NH2:12][CH2:13][CH2:14][CH2:15][N:16]1[C:24]2[C:23]([CH3:25])=[C:22]([CH3:26])[N:21]=[C:20]([NH2:27])[C:19]=2[N:18]=[C:17]1[CH3:28]. (3) Given the product [O:6]1[C:5]([C:7]2[CH:14]=[CH:13][C:10]([C:11]#[N:12])=[CH:9][CH:8]=2)=[CH:4][CH:3]=[C:2]1[C:5]1[O:6][CH:2]=[CH:3][CH:4]=1, predict the reactants needed to synthesize it. The reactants are: Br[C:2]1[O:6][C:5]([C:7]2[CH:14]=[CH:13][C:10]([C:11]#[N:12])=[CH:9][CH:8]=2)=[CH:4][CH:3]=1. (4) Given the product [F:19][C:14]1[C:13]2[CH:12]=[C:9]3[N:8]([C:18]=2[CH:17]=[CH:16][CH:15]=1)[CH2:7][CH2:6][C:5]1[N:4]=[CH:3][C:2]([C:37]2[C:38]([N:40]([CH3:45])[S:41]([CH3:44])(=[O:43])=[O:42])=[CH:39][C:29]4[O:28][C:27]([C:24]5[CH:25]=[CH:26][C:21]([F:20])=[CH:22][CH:23]=5)=[C:31]([C:32]([NH:34][CH3:35])=[O:33])[C:30]=4[CH:36]=2)=[CH:11][C:10]3=1, predict the reactants needed to synthesize it. The reactants are: Br[C:2]1[CH:3]=[N:4][C:5]2[CH2:6][CH2:7][N:8]3[C:18]4[CH:17]=[CH:16][CH:15]=[C:14]([F:19])[C:13]=4[CH:12]=[C:9]3[C:10]=2[CH:11]=1.[F:20][C:21]1[CH:26]=[CH:25][C:24]([C:27]2[O:28][C:29]3[CH:39]=[C:38]([N:40]([CH3:45])[S:41]([CH3:44])(=[O:43])=[O:42])[C:37](B4OC(C)(C)C(C)(C)O4)=[CH:36][C:30]=3[C:31]=2[C:32]([NH:34][CH3:35])=[O:33])=[CH:23][CH:22]=1.C(=O)([O-])[O-].[K+].[K+]. (5) Given the product [Cl:1][C:2]1[N:3]=[C:4]([NH:20][C@H:21]2[CH2:22][C@H:23]([NH:25][C:26](=[O:32])[O:27][C:28]([CH3:30])([CH3:29])[CH3:31])[CH2:24]2)[C:5]2[CH:10]=[CH:9][N:8]([CH2:11][O:12][CH2:13][CH2:14][Si:15]([CH3:18])([CH3:17])[CH3:16])[C:6]=2[N:7]=1, predict the reactants needed to synthesize it. The reactants are: [Cl:1][C:2]1[N:3]=[C:4](Cl)[C:5]2[CH:10]=[CH:9][N:8]([CH2:11][O:12][CH2:13][CH2:14][Si:15]([CH3:18])([CH3:17])[CH3:16])[C:6]=2[N:7]=1.[NH2:20][C@H:21]1[CH2:24][C@H:23]([NH:25][C:26](=[O:32])[O:27][C:28]([CH3:31])([CH3:30])[CH3:29])[CH2:22]1.CCN(C(C)C)C(C)C. (6) Given the product [NH2:1][C:2]1[CH:3]=[C:4]([CH:8]=[C:9]([Cl:11])[N:10]=1)[C:5]([O:7][CH2:16][CH3:17])=[O:6], predict the reactants needed to synthesize it. The reactants are: [NH2:1][C:2]1[CH:3]=[C:4]([CH:8]=[C:9]([Cl:11])[N:10]=1)[C:5]([OH:7])=[O:6].S(Cl)(Cl)=O.[CH2:16](O)[CH3:17].